The task is: Predict the product of the given reaction.. This data is from Forward reaction prediction with 1.9M reactions from USPTO patents (1976-2016). Given the reactants [N:1]1([C:5]2[N:10]=[CH:9][C:8]([NH:11][C:12](=[O:20])OC3C=CC=CC=3)=[CH:7][CH:6]=2)[CH2:4][CH2:3][CH2:2]1.[C:21]([C:25]1[CH:29]=[C:28]([CH2:30][NH2:31])[N:27]([C:32]2[CH:37]=[CH:36][CH:35]=[C:34]([Cl:38])[CH:33]=2)[N:26]=1)([CH3:24])([CH3:23])[CH3:22].C(N(CC)CC)C, predict the reaction product. The product is: [N:1]1([C:5]2[N:10]=[CH:9][C:8]([NH:11][C:12]([NH:31][CH2:30][C:28]3[N:27]([C:32]4[CH:37]=[CH:36][CH:35]=[C:34]([Cl:38])[CH:33]=4)[N:26]=[C:25]([C:21]([CH3:24])([CH3:23])[CH3:22])[CH:29]=3)=[O:20])=[CH:7][CH:6]=2)[CH2:2][CH2:3][CH2:4]1.